Dataset: NCI-60 drug combinations with 297,098 pairs across 59 cell lines. Task: Regression. Given two drug SMILES strings and cell line genomic features, predict the synergy score measuring deviation from expected non-interaction effect. (1) Drug 1: C1CCN(CC1)CCOC2=CC=C(C=C2)C(=O)C3=C(SC4=C3C=CC(=C4)O)C5=CC=C(C=C5)O. Drug 2: CN(C(=O)NC(C=O)C(C(C(CO)O)O)O)N=O. Cell line: 786-0. Synergy scores: CSS=0.864, Synergy_ZIP=1.96, Synergy_Bliss=1.55, Synergy_Loewe=-3.17, Synergy_HSA=-3.23. (2) Drug 2: CCC1(CC2CC(C3=C(CCN(C2)C1)C4=CC=CC=C4N3)(C5=C(C=C6C(=C5)C78CCN9C7C(C=CC9)(C(C(C8N6C)(C(=O)OC)O)OC(=O)C)CC)OC)C(=O)OC)O.OS(=O)(=O)O. Drug 1: CC1=C2C(C(=O)C3(C(CC4C(C3C(C(C2(C)C)(CC1OC(=O)C(C(C5=CC=CC=C5)NC(=O)C6=CC=CC=C6)O)O)OC(=O)C7=CC=CC=C7)(CO4)OC(=O)C)O)C)OC(=O)C. Cell line: SF-295. Synergy scores: CSS=5.58, Synergy_ZIP=0.0938, Synergy_Bliss=2.27, Synergy_Loewe=-3.56, Synergy_HSA=-0.674. (3) Drug 1: C1=CC=C(C=C1)NC(=O)CCCCCCC(=O)NO. Drug 2: CC1C(C(CC(O1)OC2CC(CC3=C2C(=C4C(=C3O)C(=O)C5=CC=CC=C5C4=O)O)(C(=O)C)O)N)O. Cell line: NCI-H460. Synergy scores: CSS=45.9, Synergy_ZIP=-5.79, Synergy_Bliss=-3.41, Synergy_Loewe=-10.2, Synergy_HSA=0.575. (4) Drug 1: CN(CCCl)CCCl.Cl. Drug 2: C1CN(CCN1C(=O)CCBr)C(=O)CCBr. Cell line: NCI-H460. Synergy scores: CSS=69.3, Synergy_ZIP=1.17, Synergy_Bliss=0.0980, Synergy_Loewe=-4.36, Synergy_HSA=3.31. (5) Drug 1: CS(=O)(=O)OCCCCOS(=O)(=O)C. Drug 2: C(CCl)NC(=O)N(CCCl)N=O. Cell line: HCC-2998. Synergy scores: CSS=5.37, Synergy_ZIP=10.6, Synergy_Bliss=21.4, Synergy_Loewe=11.1, Synergy_HSA=13.3.